From a dataset of Full USPTO retrosynthesis dataset with 1.9M reactions from patents (1976-2016). Predict the reactants needed to synthesize the given product. (1) Given the product [Cl:26][C:22]1[CH:23]=[C:24]([CH3:25])[C:19]([C:18]([Cl:41])=[O:27])=[CH:20][N:21]=1, predict the reactants needed to synthesize it. The reactants are: N1C2C=CC=CC=2N=C1C1C=C(N[C:18](=[O:27])[C:19]2[C:24]([CH3:25])=[CH:23][C:22]([Cl:26])=[N:21][CH:20]=2)C=CC=1Cl.OC1C=C(C)C(C(O)=O)=CN=1.P(Cl)(Cl)([Cl:41])=O. (2) Given the product [Cl:1][C:2]1[N:7]=[CH:6][C:5]([O:8][C:9]2[CH:10]=[C:11]([NH2:15])[CH:12]=[CH:13][CH:14]=2)=[CH:4][C:3]=1[F:19], predict the reactants needed to synthesize it. The reactants are: [Cl:1][C:2]1[N:7]=[CH:6][C:5]([O:8][C:9]2[CH:10]=[C:11]([NH:15]C(=O)C)[CH:12]=[CH:13][CH:14]=2)=[CH:4][C:3]=1[F:19].Cl.[OH-].[Na+]. (3) Given the product [CH3:1][C:2]1[CH:7]=[C:6]([C:8]#[C:9][CH3:10])[CH:5]=[C:4]([CH3:11])[C:3]=1[CH:12]1[C:17](=[O:19])[CH2:16][N:15]([CH2:21][C:22]2[CH:27]=[CH:26][CH:25]=[CH:24][N:23]=2)[C:13]1=[O:14], predict the reactants needed to synthesize it. The reactants are: [CH3:1][C:2]1[CH:7]=[C:6]([C:8]#[C:9][CH3:10])[CH:5]=[C:4]([CH3:11])[C:3]=1[CH2:12][C:13]([N:15]([CH2:21][C:22]1[CH:27]=[CH:26][CH:25]=[CH:24][N:23]=1)[CH2:16][C:17]([O:19]C)=O)=[O:14].CC(C)([O-])C.[K+].C1COCC1.Cl. (4) Given the product [C:18]1([C:15]([N:12]2[CH2:13][CH2:14][C@H:10]([OH:9])[CH2:11]2)([CH3:17])[CH3:16])[CH:19]=[CH:20][CH:21]=[CH:22][CH:23]=1, predict the reactants needed to synthesize it. The reactants are: C([O:9][C@H:10]1[CH2:14][CH2:13][N:12]([C:15]([C:18]2[CH:23]=[CH:22][CH:21]=[CH:20][CH:19]=2)([CH3:17])[CH3:16])[CH2:11]1)(=O)C1C=CC=CC=1.[OH-].[K+]. (5) Given the product [C:1]1([C:11]([N:13]2[C:17](=[O:18])[C:16]([C:19]3[CH:24]=[CH:23][CH:22]=[CH:21][CH:20]=3)([C:25]3[CH:30]=[CH:29][CH:28]=[CH:27][CH:26]=3)[N:15]([CH2:33][C:34](=[O:35])[C:36]3[CH:41]=[CH:40][CH:39]=[CH:38][CH:37]=3)[C:14]2=[O:31])=[O:12])[C:10]2[C:5](=[CH:6][CH:7]=[CH:8][CH:9]=2)[CH:4]=[CH:3][CH:2]=1, predict the reactants needed to synthesize it. The reactants are: [C:1]1([C:11]([N:13]2[C:17](=[O:18])[C:16]([C:25]3[CH:30]=[CH:29][CH:28]=[CH:27][CH:26]=3)([C:19]3[CH:24]=[CH:23][CH:22]=[CH:21][CH:20]=3)[NH:15][C:14]2=[O:31])=[O:12])[C:10]2[C:5](=[CH:6][CH:7]=[CH:8][CH:9]=2)[CH:4]=[CH:3][CH:2]=1.Br[CH2:33][C:34]([C:36]1[CH:41]=[CH:40][CH:39]=[CH:38][CH:37]=1)=[O:35].C(=O)([O-])[O-].[K+].[K+].C(OCC)(=O)C.